This data is from Full USPTO retrosynthesis dataset with 1.9M reactions from patents (1976-2016). The task is: Predict the reactants needed to synthesize the given product. (1) The reactants are: [N:1]([C:4]1[CH:20]=[CH:19][C:7]([C:8]([NH:10][CH2:11][CH2:12][N:13]2[CH2:18][CH2:17][O:16][CH2:15][CH2:14]2)=[O:9])=[CH:6][CH:5]=1)=[N+:2]=[N-:3].O=[C:22]([CH2:29][CH2:30][CH3:31])[CH2:23][C:24]([O:26]CC)=[O:25].[O-]CC.[Na+:35]. Given the product [N:13]1([CH2:12][CH2:11][NH:10][C:8]([C:7]2[CH:6]=[CH:5][C:4]([N:1]3[C:22]([CH2:29][CH2:30][CH3:31])=[C:23]([C:24]([O-:26])=[O:25])[N:3]=[N:2]3)=[CH:20][CH:19]=2)=[O:9])[CH2:14][CH2:15][O:16][CH2:17][CH2:18]1.[Na+:35], predict the reactants needed to synthesize it. (2) Given the product [O:1]1[C:5]2([CH2:10][CH2:9][CH:8]([N:11]3[C:37](=[O:38])[C:36]([CH2:35][C:32]4[CH:33]=[CH:34][C:29]([C:24]5[C:23]([C:21]#[N:22])=[CH:28][CH:27]=[CH:26][CH:25]=5)=[CH:30][CH:31]=4)=[C:42]([CH2:43][CH2:44][CH3:45])[N:13]4[N:14]=[C:15]([C:17]([F:20])([F:18])[F:19])[N:16]=[C:12]34)[CH2:7][CH2:6]2)[O:4][CH2:3][CH2:2]1, predict the reactants needed to synthesize it. The reactants are: [O:1]1[C:5]2([CH2:10][CH2:9][CH:8]([NH:11][C:12]3[N:16]=[C:15]([C:17]([F:20])([F:19])[F:18])[NH:14][N:13]=3)[CH2:7][CH2:6]2)[O:4][CH2:3][CH2:2]1.[C:21]([C:23]1[CH:28]=[CH:27][CH:26]=[CH:25][C:24]=1[C:29]1[CH:34]=[CH:33][C:32]([CH2:35][CH:36]([C:42](=O)[CH2:43][CH2:44][CH3:45])[C:37](OCC)=[O:38])=[CH:31][CH:30]=1)#[N:22].N12CCCN=C1CCCCC2. (3) Given the product [Cl:1][C:2]1[CH:3]=[CH:4][C:5]([O:16][CH2:17][CH:18]([CH3:20])[CH3:19])=[C:6]([CH2:8][C:9]2[O:13][C:12]([CH:14]=[O:15])=[CH:11][CH:10]=2)[CH:7]=1, predict the reactants needed to synthesize it. The reactants are: [Cl:1][C:2]1[CH:3]=[CH:4][C:5]([O:16][CH2:17][CH:18]([CH3:20])[CH3:19])=[C:6]([CH2:8][C:9]2[O:13][C:12]([CH2:14][OH:15])=[CH:11][CH:10]=2)[CH:7]=1.CC(OI1(OC(C)=O)(OC(C)=O)OC(=O)C2C=CC=CC1=2)=O. (4) The reactants are: Br[CH2:2][CH2:3][CH2:4][NH:5][C:6](=[O:12])[O:7][C:8]([CH3:11])([CH3:10])[CH3:9].[NH:13]1[CH:17]=[N:16][CH:15]=[N:14]1.C(=O)([O-])[O-].[K+].[K+]. Given the product [N:13]1([CH2:2][CH2:3][CH2:4][NH:5][C:6](=[O:12])[O:7][C:8]([CH3:11])([CH3:10])[CH3:9])[CH:17]=[N:16][CH:15]=[N:14]1, predict the reactants needed to synthesize it. (5) The reactants are: C([O-])(=O)C.[Na+].[OH:6][C:7]1[CH:14]=[CH:13][C:12]([O:15][CH3:16])=[CH:11][C:8]=1[CH:9]=O.[N+:17](CC)([O-])=O. Given the product [OH:6][C:7]1[CH:14]=[CH:13][C:12]([O:15][CH3:16])=[CH:11][C:8]=1[C:9]#[N:17], predict the reactants needed to synthesize it. (6) Given the product [OH:2][CH2:3][C:4]1[CH:9]=[CH:8][C:7]([C:10]([N:12]2[CH2:13][CH2:14][N:15]([CH:18]([CH3:20])[CH3:19])[CH2:16][CH2:17]2)=[O:11])=[N:6][CH:5]=1, predict the reactants needed to synthesize it. The reactants are: C[O:2][C:3](=O)[C:4]1[CH:9]=[CH:8][C:7]([C:10]([N:12]2[CH2:17][CH2:16][N:15]([CH:18]([CH3:20])[CH3:19])[CH2:14][CH2:13]2)=[O:11])=[N:6][CH:5]=1.C(O[AlH-](OC(C)(C)C)OC(C)(C)C)(C)(C)C.[Li+]. (7) Given the product [CH:22]([C@H:11]1[C:10](=[S:25])[N:9]([CH2:8][C:7]([OH:26])=[O:6])[C:14]2[CH:15]=[CH:16][CH:17]=[C:18]([CH:19]([CH3:21])[CH3:20])[C:13]=2[O:12]1)([CH3:24])[CH3:23], predict the reactants needed to synthesize it. The reactants are: COC(=O)[C@@H]([O:6][C:7](=[O:26])[CH2:8][N:9]1[C:14]2[CH:15]=[CH:16][CH:17]=[C:18]([CH:19]([CH3:21])[CH3:20])[C:13]=2[O:12][C@@H:11]([CH:22]([CH3:24])[CH3:23])[C:10]1=[S:25])C.[OH-].[Na+].O.Cl. (8) Given the product [ClH:1].[CH3:2][NH:3][C:4]([C@@H:6]1[NH:18][CH2:17][C:9]2[NH:10][C:11]3[C:16]([C:8]=2[CH2:7]1)=[CH:15][CH:14]=[CH:13][CH:12]=3)=[O:5], predict the reactants needed to synthesize it. The reactants are: [ClH:1].[CH3:2][NH:3][C:4]([C@@H:6]1[N:18](C(OC(C)(C)C)=O)[CH2:17][C:9]2[NH:10][C:11]3[C:16]([C:8]=2[CH2:7]1)=[CH:15][CH:14]=[CH:13][CH:12]=3)=[O:5]. (9) Given the product [C:1]([NH2:8])(=[O:9])[C:2]1[CH:7]=[CH:6][CH:5]=[CH:4][CH:3]=1, predict the reactants needed to synthesize it. The reactants are: [C:1](#[N:8])[C:2]1[CH:7]=[CH:6][CH:5]=[CH:4][CH:3]=1.[OH-:9].[K+].C(Cl)(Cl)Cl.O. (10) Given the product [F:1][C:2]1[CH:3]=[C:4]([CH2:5][OH:6])[CH:8]=[C:9]([O:11][CH3:12])[CH:10]=1, predict the reactants needed to synthesize it. The reactants are: [F:1][C:2]1[CH:3]=[C:4]([CH:8]=[C:9]([O:11][CH3:12])[CH:10]=1)[C:5](O)=[O:6].[H-].[H-].[H-].[H-].[Li+].[Al+3].